From a dataset of hERG Central: cardiac toxicity at 1µM, 10µM, and general inhibition. Predict hERG channel inhibition at various concentrations. The compound is COc1ccc(CNCCC(c2ccccc2)C2CCOC(C)(C)C2)cc1. Results: hERG_inhib (hERG inhibition (general)): blocker.